This data is from Reaction yield outcomes from USPTO patents with 853,638 reactions. The task is: Predict the reaction yield, written as a fraction of the theoretical maximum amount of product (1.0 means a 100% yield; for example, 0.34 means a 34% yield). (1) The reactants are C(=O)([O-])[O-].[K+].[K+].Cl[CH2:8][CH2:9][CH2:10][CH2:11][O:12][C:13]1[CH:22]=[C:21]2[C:16]([CH2:17][CH2:18][C:19](=[O:23])[NH:20]2)=[CH:15][CH:14]=1.Cl.[Cl:25][C:26]1[C:31]([Cl:32])=[CH:30][CH:29]=[CH:28][C:27]=1[N:33]1[CH2:38][CH2:37][NH:36][CH2:35][CH2:34]1. The catalyst is O. The product is [CH:29]1[CH:28]=[C:27]([N:33]2[CH2:38][CH2:37][N:36]([CH2:8][CH2:9][CH2:10][CH2:11][O:12][C:13]3[CH:14]=[CH:15][C:16]4[CH2:17][CH2:18][C:19](=[O:23])[NH:20][C:21]=4[CH:22]=3)[CH2:35][CH2:34]2)[C:26]([Cl:25])=[C:31]([Cl:32])[CH:30]=1. The yield is 0.928. (2) The reactants are [N+:1]([C:4]1[CH:5]=[C:6]([NH:17][C:18]2[C:27]3[C:22](=[CH:23][CH:24]=[CH:25][CH:26]=3)[N:21]=[C:20]([C:28](O)=[O:29])[N:19]=2)[CH:7]=[C:8]([O:10][C:11]2[CH:16]=[CH:15][CH:14]=[CH:13][CH:12]=2)[CH:9]=1)([O-:3])=[O:2].C(N(CC)CC)C.CN(C(ON1N=NC2C=CC=NC1=2)=[N+](C)C)C.F[P-](F)(F)(F)(F)F.[CH2:62]([NH2:64])[CH3:63].C1COCC1. The catalyst is CN(C=O)C. The product is [CH2:62]([NH:64][C:28]([C:20]1[N:19]=[C:18]([NH:17][C:6]2[CH:7]=[C:8]([O:10][C:11]3[CH:16]=[CH:15][CH:14]=[CH:13][CH:12]=3)[CH:9]=[C:4]([N+:1]([O-:3])=[O:2])[CH:5]=2)[C:27]2[C:22](=[CH:23][CH:24]=[CH:25][CH:26]=2)[N:21]=1)=[O:29])[CH3:63]. The yield is 0.890. (3) The yield is 0.150. The product is [NH2:1][C:2]1[N:3]([CH3:24])[C:4](=[O:23])[C:5]2([C:15]3[C:10](=[CH:11][CH:12]=[C:13]([C:31]4[CH:32]=[CH:33][C:28]([CH2:27][O:26][CH3:25])=[CH:29][CH:30]=4)[CH:14]=3)[O:9][CH:8]([C:17]3[CH:22]=[CH:21][CH:20]=[CH:19][CH:18]=3)[CH2:7]2)[N:6]=1. The reactants are [NH2:1][C:2]1[N:3]([CH3:24])[C:4](=[O:23])[C:5]2([C:15]3[C:10](=[CH:11][CH:12]=[C:13](Br)[CH:14]=3)[O:9][CH:8]([C:17]3[CH:22]=[CH:21][CH:20]=[CH:19][CH:18]=3)[CH2:7]2)[N:6]=1.[CH3:25][O:26][CH2:27][C:28]1[CH:33]=[CH:32][C:31](B(O)O)=[CH:30][CH:29]=1. The catalyst is O1CCOCC1.C([O-])([O-])=O.[Cs+].[Cs+].Cl[Pd](Cl)([P](C1C=CC=CC=1)(C1C=CC=CC=1)C1C=CC=CC=1)[P](C1C=CC=CC=1)(C1C=CC=CC=1)C1C=CC=CC=1. (4) The reactants are [I:1][C:2]1[C:11]([CH3:12])=[CH:10][CH:9]=[C:8]2[C:3]=1[CH:4]=[CH:5][NH:6][C:7]2=O.P(Cl)(Cl)([Cl:16])=O. No catalyst specified. The product is [Cl:16][C:7]1[C:8]2[C:3](=[C:2]([I:1])[C:11]([CH3:12])=[CH:10][CH:9]=2)[CH:4]=[CH:5][N:6]=1. The yield is 0.939. (5) The reactants are [CH3:1][C:2]1[NH:3][C:4]([NH2:7])=[N:5][N:6]=1.[O:8]1[CH2:13][CH2:12][C:11](=O)[CH2:10][CH2:9]1.C([BH3-])#N.[Na+].O. The catalyst is C(O)(=O)C. The product is [CH3:1][C:2]1[NH:3][C:4]([NH:7][CH:11]2[CH2:12][CH2:13][O:8][CH2:9][CH2:10]2)=[N:5][N:6]=1. The yield is 0.140.